From a dataset of Full USPTO retrosynthesis dataset with 1.9M reactions from patents (1976-2016). Predict the reactants needed to synthesize the given product. The reactants are: C(NCC1C=CC=CC=1)C.C([O:13][C:14](=[O:49])[C:15]([CH2:37][CH2:38][N:39]([CH2:42][C:43]1[CH:48]=[CH:47][CH:46]=[CH:45][CH:44]=1)[CH2:40][CH3:41])([NH:29]C(OC(C)(C)C)=O)[CH2:16][CH2:17][CH2:18][CH2:19][B:20]1[O:24]C(C)(C)C(C)(C)[O:21]1)C.[ClH:50]. Given the product [ClH:50].[ClH:50].[NH2:29][C:15]([CH2:37][CH2:38][N:39]([CH2:42][C:43]1[CH:44]=[CH:45][CH:46]=[CH:47][CH:48]=1)[CH2:40][CH3:41])([CH2:16][CH2:17][CH2:18][CH2:19][B:20]([OH:21])[OH:24])[C:14]([OH:49])=[O:13], predict the reactants needed to synthesize it.